This data is from Reaction yield outcomes from USPTO patents with 853,638 reactions. The task is: Predict the reaction yield, written as a fraction of the theoretical maximum amount of product (1.0 means a 100% yield; for example, 0.34 means a 34% yield). (1) The reactants are [Li+].[OH-].[CH3:3][C:4]1[N:8]([CH2:9][C:10]2[CH:15]=[CH:14][CH:13]=[C:12]([C:16]([F:19])([F:18])[F:17])[C:11]=2[CH3:20])[C:7]2[CH:21]=[C:22]([N:29]3[CH2:34][CH2:33][O:32][CH2:31][CH2:30]3)[CH:23]=[C:24]([C:25]([O:27]C)=[O:26])[C:6]=2[N:5]=1. The catalyst is C1COCC1. The product is [CH3:3][C:4]1[N:8]([CH2:9][C:10]2[CH:15]=[CH:14][CH:13]=[C:12]([C:16]([F:18])([F:17])[F:19])[C:11]=2[CH3:20])[C:7]2[CH:21]=[C:22]([N:29]3[CH2:30][CH2:31][O:32][CH2:33][CH2:34]3)[CH:23]=[C:24]([C:25]([OH:27])=[O:26])[C:6]=2[N:5]=1. The yield is 0.880. (2) The reactants are [Br:1][C:2]1[C:3]([O:9][CH3:10])=[N:4][CH:5]=[C:6](F)[CH:7]=1.[CH3:11][O-:12].[Na+]. The catalyst is CO. The product is [Br:1][C:2]1[C:3]([O:9][CH3:10])=[N:4][CH:5]=[C:6]([O:12][CH3:11])[CH:7]=1. The yield is 0.350.